From a dataset of Blood-brain barrier permeability classification from the B3DB database. Regression/Classification. Given a drug SMILES string, predict its absorption, distribution, metabolism, or excretion properties. Task type varies by dataset: regression for continuous measurements (e.g., permeability, clearance, half-life) or binary classification for categorical outcomes (e.g., BBB penetration, CYP inhibition). Dataset: b3db_classification. (1) The drug is O=C(O)c1ccc2[nH]cc(CCCCN3CC=C(c4ccccc4)CC3)c2c1. The result is 0 (does not penetrate BBB). (2) The molecule is CC(=O)OCC(=O)C1(O)CCC2C3CCC4=CC(=O)CCC4(C)C3C(O)CC21C. The result is 1 (penetrates BBB). (3) The molecule is C[C@H](O)[C@H]1C(=O)N2C(C(=O)O)=C(S[C@@H]3CN[C@H](C(=O)N(C)C)C3)[C@H](C)[C@H]12. The result is 0 (does not penetrate BBB). (4) The compound is CN1CCN(c2cc3c(cc2F)c(=O)c(C(=O)O)cn3-c2ccc(F)cc2)CC1. The result is 0 (does not penetrate BBB). (5) The compound is O=C(O)c1nc2ccc(C(F)(F)F)cc2nc1NCc1ccc(C(F)(F)F)cc1. The result is 0 (does not penetrate BBB). (6) The result is 1 (penetrates BBB). The compound is NN. (7) The drug is FC(F)(F)C(F)(F)C(F)(F)C(F)(F)C(F)(F)C(F)(F)C(F)(F)C(F)(F)Br. The result is 0 (does not penetrate BBB). (8) The compound is CCCCO. The result is 1 (penetrates BBB). (9) The molecule is CCc1c(O)c(=O)ccn1CC. The result is 1 (penetrates BBB).